Dataset: Catalyst prediction with 721,799 reactions and 888 catalyst types from USPTO. Task: Predict which catalyst facilitates the given reaction. (1) Reactant: [N:1]([C@H:4]1[C@@H:8]([O:9][C:10]2[CH:15]=[CH:14][C:13]([Br:16])=[CH:12][CH:11]=2)[CH2:7][O:6][CH2:5]1)=[N+]=[N-].C1(P(C2C=CC=CC=2)C2C=CC=CC=2)C=CC=CC=1.O. The catalyst class is: 7. Product: [Br:16][C:13]1[CH:14]=[CH:15][C:10]([O:9][C@H:8]2[CH2:7][O:6][CH2:5][C@H:4]2[NH2:1])=[CH:11][CH:12]=1. (2) Reactant: Br[C:2]1[CH:20]=[N:19][C:5]2[NH:6][CH2:7][N:8]([CH2:11][C:12]3[CH:17]=[CH:16][C:15]([F:18])=[CH:14][CH:13]=3)[C:9](=[O:10])[C:4]=2[CH:3]=1.[F:21][C:22]1[CH:27]=[CH:26][C:25]([C:28]2[O:29][C:30]3[CH:40]=[C:39]([N:41]([CH3:46])[S:42]([CH3:45])(=[O:44])=[O:43])[C:38](B4OC(C)(C)C(C)(C)O4)=[CH:37][C:31]=3[C:32]=2[C:33]([NH:35][CH3:36])=[O:34])=[CH:24][CH:23]=1. Product: [F:18][C:15]1[CH:16]=[CH:17][C:12]([CH2:11][N:8]2[C:9](=[O:10])[C:4]3[CH:3]=[C:2]([C:38]4[C:39]([N:41]([CH3:46])[S:42]([CH3:45])(=[O:44])=[O:43])=[CH:40][C:30]5[O:29][C:28]([C:25]6[CH:26]=[CH:27][C:22]([F:21])=[CH:23][CH:24]=6)=[C:32]([C:33]([NH:35][CH3:36])=[O:34])[C:31]=5[CH:37]=4)[CH:20]=[N:19][C:5]=3[NH:6][CH2:7]2)=[CH:13][CH:14]=1. The catalyst class is: 117. (3) Reactant: [F:1][C:2]1[CH:7]=[CH:6][C:5]([N:8]2[C:12]([C:13]([O:15]CC)=[O:14])=[CH:11][N:10]=[C:9]2[CH2:18][NH:19][C:20]2[C:25]([F:26])=[CH:24][CH:23]=[C:22]([F:27])[C:21]=2[F:28])=[CH:4][CH:3]=1.[H-].[Na+].[CH3:31]I.Cl. Product: [F:1][C:2]1[CH:7]=[CH:6][C:5]([N:8]2[C:12]([C:13]([OH:15])=[O:14])=[CH:11][N:10]=[C:9]2[CH2:18][N:19]([CH3:31])[C:20]2[C:25]([F:26])=[CH:24][CH:23]=[C:22]([F:27])[C:21]=2[F:28])=[CH:4][CH:3]=1. The catalyst class is: 39.